From a dataset of Reaction yield outcomes from USPTO patents with 853,638 reactions. Predict the reaction yield, written as a fraction of the theoretical maximum amount of product (1.0 means a 100% yield; for example, 0.34 means a 34% yield). The reactants are [C:1]([C:3]1[C:12]2[C:7](=[CH:8][CH:9]=[CH:10][CH:11]=2)[C:6](F)=[CH:5][CH:4]=1)#[N:2].[C:14]([CH:22]1[CH2:27][CH2:26][NH:25][CH2:24][CH2:23]1)(=[O:21])[C:15]1[CH:20]=[CH:19][CH:18]=[CH:17][CH:16]=1. No catalyst specified. The product is [C:14]([CH:22]1[CH2:27][CH2:26][N:25]([C:6]2[C:7]3[C:12](=[CH:11][CH:10]=[CH:9][CH:8]=3)[C:3]([C:1]#[N:2])=[CH:4][CH:5]=2)[CH2:24][CH2:23]1)(=[O:21])[C:15]1[CH:20]=[CH:19][CH:18]=[CH:17][CH:16]=1. The yield is 0.0800.